From a dataset of Forward reaction prediction with 1.9M reactions from USPTO patents (1976-2016). Predict the product of the given reaction. (1) Given the reactants C([Li])CCC.Br[C:7]1[CH:12]=[CH:11][C:10]([O:13][CH:14]([F:16])[F:15])=[CH:9][CH:8]=1.[B:17]([O:26][CH:27]([CH3:29])[CH3:28])([O:22][CH:23]([CH3:25])[CH3:24])OC(C)C.P(=O)(O)(O)O, predict the reaction product. The product is: [CH3:29][C:27]1([CH3:28])[C:23]([CH3:24])([CH3:25])[O:22][B:17]([C:7]2[CH:12]=[CH:11][C:10]([O:13][CH:14]([F:16])[F:15])=[CH:9][CH:8]=2)[O:26]1. (2) Given the reactants [Cl:1][C:2]1[CH:3]=[C:4]([NH:9][C:10]2[C:19]3[C:14](=[CH:15][C:16]([O:27][CH3:28])=[CH:17][C:18]=3[O:20][CH2:21][C@@H:22]3[CH2:26][CH2:25][CH2:24][NH:23]3)[N:13]=[CH:12][N:11]=2)[CH:5]=[CH:6][C:7]=1[F:8].[CH3:29][N:30]([CH3:35])[CH2:31][C:32](O)=[O:33], predict the reaction product. The product is: [Cl:1][C:2]1[CH:3]=[C:4]([NH:9][C:10]2[C:19]3[C:14](=[CH:15][C:16]([O:27][CH3:28])=[CH:17][C:18]=3[O:20][CH2:21][C@@H:22]3[CH2:26][CH2:25][CH2:24][N:23]3[C:32](=[O:33])[CH2:31][N:30]([CH3:35])[CH3:29])[N:13]=[CH:12][N:11]=2)[CH:5]=[CH:6][C:7]=1[F:8]. (3) Given the reactants ClC1N=C(N)C=NC=1.CN1CCNCC1.Cl[C:17]1[N:35]=[C:20]2[C:21]([C:25]3[CH:30]=[CH:29][C:28]([S:31]([CH3:34])(=[O:33])=[O:32])=[CH:27][CH:26]=3)=[CH:22][CH:23]=[CH:24][N:19]2[N:18]=1.[CH3:36][N:37]1[CH2:42][CH2:41][N:40]([C:43]2[CH:48]=[N:47][CH:46]=[C:45]([NH2:49])[N:44]=2)[CH2:39][CH2:38]1, predict the reaction product. The product is: [CH3:36][N:37]1[CH2:38][CH2:39][N:40]([C:43]2[CH:48]=[N:47][CH:46]=[C:45]([NH2:49])[N:44]=2)[CH2:41][CH2:42]1.[CH3:34][S:31]([C:28]1[CH:29]=[CH:30][C:25]([C:21]2[C:20]3[N:19]([N:18]=[C:17]([NH:49][C:45]4[N:44]=[C:43]([N:40]5[CH2:41][CH2:42][N:37]([CH3:36])[CH2:38][CH2:39]5)[CH:48]=[N:47][CH:46]=4)[N:35]=3)[CH:24]=[CH:23][CH:22]=2)=[CH:26][CH:27]=1)(=[O:33])=[O:32]. (4) Given the reactants C1(P(C2C=CC=CC=2)C2C=CC=CC=2)C=CC=CC=1.BrN1C(=O)CCC1=O.[CH:28]1([CH2:33][C@H:34]([C:38]2[CH:43]=[CH:42][C:41]([Cl:44])=[C:40]([Cl:45])[CH:39]=2)[C:35]([OH:37])=O)[CH2:32][CH2:31][CH2:30][CH2:29]1.[CH3:46][O:47][C:48]([C:50]1[N:51]=[C:52]([NH2:55])[S:53][CH:54]=1)=[O:49], predict the reaction product. The product is: [CH3:46][O:47][C:48]([C:50]1[N:51]=[C:52]([NH:55][C:35](=[O:37])[C@@H:34]([C:38]2[CH:43]=[CH:42][C:41]([Cl:44])=[C:40]([Cl:45])[CH:39]=2)[CH2:33][CH:28]2[CH2:29][CH2:30][CH2:31][CH2:32]2)[S:53][CH:54]=1)=[O:49]. (5) Given the reactants [Cl:1][C:2]1[CH:7]=[CH:6][C:5]([NH:8][C:9]([CH:11]2[CH2:16][N:15](C(OC(C)(C)C)=O)[CH2:14][C:13]([F:25])([F:24])[CH2:12]2)=[O:10])=[CH:4][CH:3]=1.FC(F)(F)C(O)=O, predict the reaction product. The product is: [Cl:1][C:2]1[CH:3]=[CH:4][C:5]([NH:8][C:9]([CH:11]2[CH2:12][C:13]([F:25])([F:24])[CH2:14][NH:15][CH2:16]2)=[O:10])=[CH:6][CH:7]=1. (6) Given the reactants C1(C)C=CC(S([O-])(=O)=O)=CC=1.[NH+]1C=CC=CC=1.CO.[Si]([O:27][C@H:28]1[CH2:39][C:38](=[O:40])[O:37][C@H:36](/[C:41](/[CH3:45])=[CH:42]/[CH:43]=[CH2:44])[C@@H:35]([CH3:46])[CH:34]=[CH:33][C@@H:32]2[O:47][C@H](C3C=CC=CC=3)[O:49][C@:31]2([CH3:56])[CH2:30][CH2:29]1)(C(C)(C)C)(C)C.O, predict the reaction product. The product is: [OH:27][C@@H:28]1[CH2:29][CH2:30][C@:31]([OH:49])([CH3:56])[C@@H:32]([OH:47])[CH:33]=[CH:34][C@H:35]([CH3:46])[C@@H:36](/[C:41](/[CH3:45])=[CH:42]/[CH:43]=[CH2:44])[O:37][C:38](=[O:40])[CH2:39]1.